Task: Predict which catalyst facilitates the given reaction.. Dataset: Catalyst prediction with 721,799 reactions and 888 catalyst types from USPTO The catalyst class is: 1. Product: [NH4+:5].[OH-:34].[CH3:2][C:3]1[C:11]2[C:6](=[CH:7][CH:8]=[CH:9][CH:10]=2)[N:5]([C:33]([C:32]2[CH:31]=[C:30]([CH:38]=[CH:37][CH:36]=2)[C:28]#[N:29])=[O:34])[C:4]=1[C:12]1[CH:13]=[N:14][CH:15]=[CH:16][CH:17]=1. Reactant: Cl.[CH3:2][C:3]1[C:11]2[C:6](=[CH:7][CH:8]=[CH:9][CH:10]=2)[NH:5][C:4]=1[C:12]1[CH:13]=[N:14][CH:15]=[CH:16][CH:17]=1.C[Si]([N-][Si](C)(C)C)(C)C.[K+].[C:28]([C:30]1[CH:31]=[C:32]([CH:36]=[CH:37][CH:38]=1)[C:33](Cl)=[O:34])#[N:29].